Dataset: Reaction yield outcomes from USPTO patents with 853,638 reactions. Task: Predict the reaction yield, written as a fraction of the theoretical maximum amount of product (1.0 means a 100% yield; for example, 0.34 means a 34% yield). The reactants are O[CH:2]([C:34]1[CH:35]=[N:36][C:37]([C:40]([F:43])([F:42])[F:41])=[CH:38][CH:39]=1)[C:3]1[C:12]2[C:11](=[O:13])[N:10]([CH2:14][CH2:15][CH2:16][O:17]C3CCCCO3)[C:9](=[O:24])[N:8]([CH3:25])[C:7]=2[N:6]=[CH:5][C:4]=1[O:26][C:27]1[CH:28]=[N:29][CH:30]=[C:31]([CH3:33])[CH:32]=1.O[Li].O. The catalyst is C(O)=O.CC(=O)OCC.O.[Zn]. The product is [OH:17][CH2:16][CH2:15][CH2:14][N:10]1[C:11](=[O:13])[C:12]2[C:3]([CH2:2][C:34]3[CH:35]=[N:36][C:37]([C:40]([F:43])([F:42])[F:41])=[CH:38][CH:39]=3)=[C:4]([O:26][C:27]3[CH:28]=[N:29][CH:30]=[C:31]([CH3:33])[CH:32]=3)[CH:5]=[N:6][C:7]=2[N:8]([CH3:25])[C:9]1=[O:24]. The yield is 0.200.